From a dataset of Full USPTO retrosynthesis dataset with 1.9M reactions from patents (1976-2016). Predict the reactants needed to synthesize the given product. Given the product [Cl:8][C:6]1[N:5]=[N:4][C:3]([O:20][C:14]2[C:15]([CH3:19])=[CH:16][CH:17]=[CH:18][C:13]=2[CH:10]2[CH2:11][CH2:12]2)=[C:2]([OH:1])[CH:7]=1, predict the reactants needed to synthesize it. The reactants are: [OH:1][C:2]1[CH:7]=[C:6]([Cl:8])[N:5]=[N:4][C:3]=1Cl.[CH:10]1([C:13]2[CH:18]=[CH:17][CH:16]=[C:15]([CH3:19])[C:14]=2[OH:20])[CH2:12][CH2:11]1.C1(C)C(C#N)=CC=CC=1.[OH-].[K+].Cl.